Dataset: Peptide-MHC class I binding affinity with 185,985 pairs from IEDB/IMGT. Task: Regression. Given a peptide amino acid sequence and an MHC pseudo amino acid sequence, predict their binding affinity value. This is MHC class I binding data. (1) The peptide sequence is YQVEGATRV. The MHC is HLA-B51:01 with pseudo-sequence HLA-B51:01. The binding affinity (normalized) is 0.0847. (2) The peptide sequence is LMHLVSLYK. The MHC is HLA-A02:03 with pseudo-sequence HLA-A02:03. The binding affinity (normalized) is 0.154. (3) The peptide sequence is WSQNPTMLY. The MHC is HLA-A69:01 with pseudo-sequence HLA-A69:01. The binding affinity (normalized) is 0.0847.